Dataset: Reaction yield outcomes from USPTO patents with 853,638 reactions. Task: Predict the reaction yield, written as a fraction of the theoretical maximum amount of product (1.0 means a 100% yield; for example, 0.34 means a 34% yield). The reactants are [CH3:1][C:2]([CH3:22])([CH3:21])[CH2:3][CH2:4][C:5]1([C:17]([O:19][CH3:20])=[O:18])[C:14]2[C:9](=[CH:10][CH:11]=[CH:12][CH:13]=2)[CH2:8][CH:7]=[C:6]1[O:15][CH3:16].[Cr](O[Cr]([O-])(=O)=O)([O-])(=O)=[O:24].[NH+]1C=CC=CC=1.[NH+]1C=CC=CC=1.C(OO)(C)(C)C.O. The catalyst is C1C=CC=CC=1. The product is [CH3:1][C:2]([CH3:22])([CH3:21])[CH2:3][CH2:4][C:5]1([C:17]([O:19][CH3:20])=[O:18])[C:14]2[C:9](=[CH:10][CH:11]=[CH:12][CH:13]=2)[C:8](=[O:24])[CH:7]=[C:6]1[O:15][CH3:16]. The yield is 0.670.